Dataset: Peptide-MHC class II binding affinity with 134,281 pairs from IEDB. Task: Regression. Given a peptide amino acid sequence and an MHC pseudo amino acid sequence, predict their binding affinity value. This is MHC class II binding data. (1) The peptide sequence is SAMVYSSDDIPPR. The MHC is DRB4_0101 with pseudo-sequence DRB4_0103. The binding affinity (normalized) is 0.178. (2) The peptide sequence is GMTGCGNTPIFKSGR. The MHC is HLA-DQA10501-DQB10301 with pseudo-sequence HLA-DQA10501-DQB10301. The binding affinity (normalized) is 0.252. (3) The peptide sequence is LPISPLSNSLLRHHNLVYMT. The MHC is DRB1_0404 with pseudo-sequence DRB1_0404. The binding affinity (normalized) is 0.348. (4) The peptide sequence is VFGSAFQGLFGGLNW. The MHC is DRB1_0901 with pseudo-sequence DRB1_0901. The binding affinity (normalized) is 0.492. (5) The peptide sequence is GIGVLLTWIGLNSKN. The MHC is DRB1_0101 with pseudo-sequence DRB1_0101. The binding affinity (normalized) is 0.604.